Dataset: CYP3A4 inhibition data for predicting drug metabolism from PubChem BioAssay. Task: Regression/Classification. Given a drug SMILES string, predict its absorption, distribution, metabolism, or excretion properties. Task type varies by dataset: regression for continuous measurements (e.g., permeability, clearance, half-life) or binary classification for categorical outcomes (e.g., BBB penetration, CYP inhibition). Dataset: cyp3a4_veith. (1) The drug is Cc1ccc(OCC(=O)NNC(=O)CCC(=O)Nc2ccc(C)cc2C)cc1. The result is 0 (non-inhibitor). (2) The drug is CC(=O)N[C@H](Cc1ccc(O)cc1)C(=O)O. The result is 0 (non-inhibitor). (3) The result is 1 (inhibitor). The drug is O=S(=O)(c1ccccc1)N1CCC2(CCCN(c3cccc(-c4ccccc4)c3)C2)CC1. (4) The molecule is Cc1c(C)c2c(C)[nH]nc2oc1=O. The result is 0 (non-inhibitor). (5) The result is 0 (non-inhibitor). The drug is CC(C)[C@@H](OCc1ccccc1)[C@H](C)CO/N=C1\[C@@H]2CCn3c(=O)n(-c4ccccc4)c(=O)n3[C@H]2[C@H](O)[C@H]2O[C@H]12. (6) The molecule is Cc1ccc(-n2cnc(=O)c3cccnc32)cc1. The result is 0 (non-inhibitor). (7) The drug is Cn1cccc1CC(=O)N/N=C\c1cccs1. The result is 0 (non-inhibitor). (8) The molecule is CN1CC[C@]2(C)c3cc(O)ccc3N(C)[C@@H]12. The result is 0 (non-inhibitor). (9) The drug is COc1ccc2[nH]cc(CCNc3nc(-c4ccc(C(=O)N(C)C)cc4)nc4ccccc34)c2c1. The result is 1 (inhibitor). (10) The molecule is Cc1ccc(-c2c(C#N)c(N)n(-c3ccccc3)c(=O)c2C#N)cc1. The result is 0 (non-inhibitor).